This data is from Catalyst prediction with 721,799 reactions and 888 catalyst types from USPTO. The task is: Predict which catalyst facilitates the given reaction. (1) Reactant: [OH:1][C@H:2]1[CH2:22][N:5]2[C:6](=[O:21])[CH2:7][CH2:8][N:9]([C:11]3[CH:16]=[CH:15][C:14]([C:17]([F:20])([F:19])[F:18])=[CH:13][N:12]=3)[CH2:10][C@@H:4]2[CH2:3]1.C1(P(C2C=CC=CC=2)C2C=CC=CC=2)C=CC=CC=1.[N+:42]([C:45]1[CH:53]=[CH:52][C:48]([C:49](O)=[O:50])=[CH:47][CH:46]=1)([O-:44])=[O:43].N(C(OC(C)C)=O)=NC(OC(C)C)=O. Product: [N+:42]([C:45]1[CH:46]=[CH:47][C:48]([C:49]([O:1][C@@H:2]2[CH2:22][N:5]3[C:6](=[O:21])[CH2:7][CH2:8][N:9]([C:11]4[CH:16]=[CH:15][C:14]([C:17]([F:19])([F:20])[F:18])=[CH:13][N:12]=4)[CH2:10][C@@H:4]3[CH2:3]2)=[O:50])=[CH:52][CH:53]=1)([O-:44])=[O:43]. The catalyst class is: 253. (2) Reactant: C[C@@]1(O)C2C=CC=C(O)C=2C(O)=C2[C@@H]1[C@H](O)[C@@H]1[C@](O)(C2=O)C(O)=[C:9]([C:26](N)=[O:27])C(=O)[C@H]1N(C)C.[O:34]=C[C@@H]([C@H]([C@@H]([C@@H](CO)O)O)O)O.OP([O-])(O)=O.[K+].[Na+].[Cl-].[O-]S([O-])(=O)=O.[Mg+2].[Cl-].[Cl-].[Ca+2].CC1[N+](CC2C=NC(C)=NC=2N)=CSC=1CCO.Cl.[Cl-].C[C:84]1(C)S[C@@H]2[C@H](NC([C@H](N)C3C=CC=CC=3)=O)C(=O)[N:86]2[C@H:85]1[C:103]([OH:105])=[O:104].N.O=O. Product: [C:26]([O:27][CH2:84][C@@H:85]([C:103]([OH:105])=[O:104])[NH2:86])(=[O:34])[CH3:9]. The catalyst class is: 6. (3) Reactant: [N:1]([CH2:4][CH2:5][CH2:6][C:7]1([C:26]2[CH:31]=[CH:30][CH:29]=[CH:28][CH:27]=2)[N:11]([C:12](=[O:17])[C:13]([CH3:16])([CH3:15])[CH3:14])[N:10]=[C:9]([C:18]2[CH:23]=[C:22]([F:24])[CH:21]=[CH:20][C:19]=2[F:25])[S:8]1)=[N+]=[N-].Cl.CO. Product: [NH2:1][CH2:4][CH2:5][CH2:6][C:7]1([C:26]2[CH:31]=[CH:30][CH:29]=[CH:28][CH:27]=2)[N:11]([C:12](=[O:17])[C:13]([CH3:16])([CH3:14])[CH3:15])[N:10]=[C:9]([C:18]2[CH:23]=[C:22]([F:24])[CH:21]=[CH:20][C:19]=2[F:25])[S:8]1. The catalyst class is: 19. (4) Reactant: [Br:1][C:2]1[CH:3]=[CH:4][CH:5]=[C:6]2[C:10]=1[C:9]([CH2:12][C:13]1[CH:18]=[C:17]([O:19][CH3:20])[CH:16]=[C:15]([O:21][CH3:22])[CH:14]=1)(O)[CH2:8][CH2:7]2.C1(C)C=CC(S(O)(=O)=O)=CC=1. Product: [Br:1][C:2]1[CH:3]=[CH:4][CH:5]=[C:6]2[C:10]=1[C:9]([CH2:12][C:13]1[CH:18]=[C:17]([O:19][CH3:20])[CH:16]=[C:15]([O:21][CH3:22])[CH:14]=1)=[CH:8][CH2:7]2.[Br:1][C:2]1[CH:3]=[CH:4][CH:5]=[C:6]2[C:10]=1/[C:9](=[CH:12]/[C:13]1[CH:18]=[C:17]([O:19][CH3:20])[CH:16]=[C:15]([O:21][CH3:22])[CH:14]=1)/[CH2:8][CH2:7]2. The catalyst class is: 11. (5) Reactant: [CH3:1][O:2][C:3]1[CH:8]=[C:7]([O:9][CH3:10])[N:6]=[C:5]([NH:11][C:12]([NH:14]C(=O)OCC)=S)[N:4]=1.Cl.NO.C([N:26](C(C)C)CC)(C)C. Product: [NH2:26][C:12]1[N:11]=[C:5]2[N:4]=[C:3]([O:2][CH3:1])[CH:8]=[C:7]([O:9][CH3:10])[N:6]2[N:14]=1. The catalyst class is: 8.